From a dataset of Forward reaction prediction with 1.9M reactions from USPTO patents (1976-2016). Predict the product of the given reaction. (1) Given the reactants [CH:1]1([NH:4][C:5]([NH:7][C:8](=[O:21])[C:9]2[CH:14]=[C:13]([F:15])[C:12]([F:16])=[C:11]([O:17][CH2:18][F:19])[C:10]=2F)=[O:6])[CH2:3][CH2:2]1.[H-].[Na+].[Cl-].[NH4+], predict the reaction product. The product is: [CH:1]1([N:4]2[C:10]3[C:9](=[CH:14][C:13]([F:15])=[C:12]([F:16])[C:11]=3[O:17][CH2:18][F:19])[C:8](=[O:21])[NH:7][C:5]2=[O:6])[CH2:3][CH2:2]1. (2) Given the reactants C1C=CC2N([OH:10])N=NC=2C=1.CN(C(ON1N=NC2C=CC=CC1=2)=[N+](C)C)C.F[P-](F)(F)(F)(F)F.[NH2:35][C@@H:36]([CH:59]1[CH2:64][CH2:63][CH2:62][CH2:61][CH2:60]1)[C:37]([N:39]1[CH2:43][CH2:42][CH2:41][C@H:40]1[C:44]1[CH:49]=[CH:48][N:47]=[C:46]([N:50]2[C:58]3[C:53](=[CH:54][CH:55]=[CH:56][CH:57]=3)[CH2:52][CH2:51]2)[CH:45]=1)=[O:38].[CH:65]([N:68]([CH:71](C)C)CC)([CH3:67])[CH3:66], predict the reaction product. The product is: [CH:59]1([C@H:36]([NH:35][C:66](=[O:10])[C@@H:65]([NH:68][CH3:71])[CH3:67])[C:37]([N:39]2[CH2:43][CH2:42][CH2:41][C@H:40]2[C:44]2[CH:49]=[CH:48][N:47]=[C:46]([N:50]3[C:58]4[C:53](=[CH:54][CH:55]=[CH:56][CH:57]=4)[CH2:52][CH2:51]3)[CH:45]=2)=[O:38])[CH2:64][CH2:63][CH2:62][CH2:61][CH2:60]1.